Dataset: Catalyst prediction with 721,799 reactions and 888 catalyst types from USPTO. Task: Predict which catalyst facilitates the given reaction. (1) Reactant: C(=O)([O-])[O-].[Na+].[Na+].[NH2:7][CH2:8][C@H:9]([C@@H:11]1[CH:15]=[CH:14][CH2:13][O:12]1)[OH:10].[CH2:16]([O:23][C:24](Cl)=[O:25])[C:17]1[CH:22]=[CH:21][CH:20]=[CH:19][CH:18]=1.ClCCl. Product: [O:12]1[CH2:13][CH:14]=[CH:15][C@H:11]1[C@H:9]([OH:10])[CH2:8][NH:7][C:24](=[O:25])[O:23][CH2:16][C:17]1[CH:22]=[CH:21][CH:20]=[CH:19][CH:18]=1. The catalyst class is: 132. (2) Reactant: [C:1]([Si:5]([CH3:36])([CH3:35])[O:6][CH2:7][CH2:8][NH:9][C:10]1[CH:15]=[CH:14][C:13]([NH:16][C:17]([C:19]2[CH:24]=[CH:23][C:22]([F:25])=[CH:21][C:20]=2[NH:26][C:27]([C:29]2[S:30][C:31]([Cl:34])=[CH:32][CH:33]=2)=[O:28])=[O:18])=[CH:12][CH:11]=1)([CH3:4])([CH3:3])[CH3:2].[N:37]#[C:38]Br.C(=O)(O)[O-].[Na+]. Product: [Si:5]([O:6][CH2:7][CH2:8][N:9]([C:38]#[N:37])[C:10]1[CH:11]=[CH:12][C:13]([NH:16][C:17]([C:19]2[CH:24]=[CH:23][C:22]([F:25])=[CH:21][C:20]=2[NH:26][C:27]([C:29]2[S:30][C:31]([Cl:34])=[CH:32][CH:33]=2)=[O:28])=[O:18])=[CH:14][CH:15]=1)([C:1]([CH3:4])([CH3:3])[CH3:2])([CH3:36])[CH3:35]. The catalyst class is: 27. (3) Reactant: Br[C:2]1[CH:16]=[CH:15][C:5]2[N:6]([CH:9]3[CH2:14][CH2:13][CH2:12][CH2:11][CH2:10]3)[CH:7]=[N:8][C:4]=2[CH:3]=1.C([O-])(=O)C.[K+].[CH3:22][C:23]1([CH3:39])[C:27]([CH3:29])([CH3:28])[O:26][B:25]([B:25]2[O:26][C:27]([CH3:29])([CH3:28])[C:23]([CH3:39])([CH3:22])[O:24]2)[O:24]1. Product: [CH:9]1([N:6]2[C:5]3[CH:15]=[CH:16][C:2]([B:25]4[O:26][C:27]([CH3:29])([CH3:28])[C:23]([CH3:39])([CH3:22])[O:24]4)=[CH:3][C:4]=3[N:8]=[CH:7]2)[CH2:14][CH2:13][CH2:12][CH2:11][CH2:10]1. The catalyst class is: 12. (4) Reactant: [CH3:1][C:2]1[CH2:7][CH2:6][CH:5]([CH2:8][OH:9])[CH2:4][CH:3]=1.C(OO)(=[O:12])C. Product: [CH3:1][C:2]12[O:12][CH:7]1[CH2:6][CH:5]([CH2:8][OH:9])[CH2:4][CH2:3]2. The catalyst class is: 13. (5) Reactant: N[C:2]1[CH:11]=[C:10]2[C:5]([CH2:6][CH2:7][NH:8][C:9]2=[O:12])=[CH:4][CH:3]=1.[BrH:13].N([O-])=O.[Na+]. Product: [Br:13][C:2]1[CH:11]=[C:10]2[C:5]([CH2:6][CH2:7][NH:8][C:9]2=[O:12])=[CH:4][CH:3]=1. The catalyst class is: 47. (6) Reactant: [C:1](/[C:3](=[C:7](/OCC)\[CH3:8])/[C:4](=[S:6])[NH2:5])#[N:2].[CH2:12]([NH2:16])[CH:13]([CH3:15])[CH3:14]. Product: [C:1](/[C:3](=[C:7](/[NH:16][CH2:12][CH:13]([CH3:15])[CH3:14])\[CH3:8])/[C:4](=[S:6])[NH2:5])#[N:2]. The catalyst class is: 8.